This data is from Full USPTO retrosynthesis dataset with 1.9M reactions from patents (1976-2016). The task is: Predict the reactants needed to synthesize the given product. (1) Given the product [C:74]1([CH2:81][CH2:19][C@H:18]([O:27][CH:28]2[CH2:33][CH2:32][CH2:31][CH2:30][O:29]2)[CH2:17][CH2:16][C@@H:5]2[C@@H:6]3[C@@H:2]([O:14][C:13](=[O:15])[CH2:12][CH2:11][CH2:10][CH:9]=[CH:8][CH2:7]3)[CH2:3][C@H:4]2[O:34][CH:35]2[CH2:40][CH2:39][CH2:38][CH2:37][O:36]2)[CH:79]=[CH:78][CH:77]=[CH:76][CH:75]=1, predict the reactants needed to synthesize it. The reactants are: O[C@@H:2]1[C@H:6]([CH2:7]/[CH:8]=[CH:9]\[CH2:10][CH2:11][CH2:12][C:13]([OH:15])=[O:14])[C@@H:5]([CH2:16][CH2:17][C@@H:18]([O:27][CH:28]2[CH2:33][CH2:32][CH2:31][CH2:30][O:29]2)[CH2:19]CC2C=CC=CC=2)[C@H:4]([O:34][CH:35]2[CH2:40][CH2:39][CH2:38][CH2:37][O:36]2)[CH2:3]1.C1C=C(SSC2N=CC=CC=2)N=CC=1.C1(P(C2C=CC=CC=2)C2C=CC=CC=2)C=CC=CC=1.[C:74]1([CH3:81])[C:75](C)=[CH:76][CH:77]=[CH:78][CH:79]=1. (2) Given the product [N:23]1([C@H:29]2[CH2:32][C@H:31]([S:33][C:34]3[CH:42]=[CH:41][C:37]([C:38](=[S:10])[NH2:40])=[CH:36][CH:35]=3)[CH2:30]2)[CH2:28][CH2:27][CH2:26][CH2:25][CH2:24]1, predict the reactants needed to synthesize it. The reactants are: COC1C=CC(P2(=S)SP(C3C=CC(OC)=CC=3)(=S)[S:10]2)=CC=1.[N:23]1([C@H:29]2[CH2:32][C@H:31]([S:33][C:34]3[CH:42]=[CH:41][C:37]([C:38]([NH2:40])=O)=[CH:36][CH:35]=3)[CH2:30]2)[CH2:28][CH2:27][CH2:26][CH2:25][CH2:24]1. (3) The reactants are: [Br:1][C:2]1[CH:7]=[CH:6][C:5]([C:8]([CH3:19])([CH3:18])[CH2:9][C:10]([OH:17])([C:13]([F:16])([F:15])[F:14])[CH:11]=O)=[C:4]([O:20][CH3:21])[CH:3]=1.[NH2:22][C:23]1[CH:31]=[CH:30][CH:29]=[C:28]2[C:24]=1[CH2:25][C:26](=[O:32])[NH:27]2. Given the product [Br:1][C:2]1[CH:7]=[CH:6][C:5]([C:8]([CH3:18])([CH3:19])[CH2:9][C:10]([OH:17])([C:13]([F:16])([F:15])[F:14])[CH:11]=[N:22][C:23]2[CH:31]=[CH:30][CH:29]=[C:28]3[C:24]=2[CH2:25][C:26](=[O:32])[NH:27]3)=[C:4]([O:20][CH3:21])[CH:3]=1, predict the reactants needed to synthesize it. (4) Given the product [Cl:1][C:2]1[CH:3]=[C:4]([C:8]#[C:9][C:10]2[N:11]=[C:12]([CH3:15])[N:13]([C:17]3[N:22]=[C:21]([CH3:23])[CH:20]=[CH:19][N:18]=3)[CH:14]=2)[CH:5]=[CH:6][CH:7]=1, predict the reactants needed to synthesize it. The reactants are: [Cl:1][C:2]1[CH:3]=[C:4]([C:8]#[C:9][C:10]2[N:11]=[C:12]([CH3:15])[NH:13][CH:14]=2)[CH:5]=[CH:6][CH:7]=1.Cl[C:17]1[N:22]=[C:21]([CH3:23])[CH:20]=[CH:19][N:18]=1.